This data is from Reaction yield outcomes from USPTO patents with 853,638 reactions. The task is: Predict the reaction yield, written as a fraction of the theoretical maximum amount of product (1.0 means a 100% yield; for example, 0.34 means a 34% yield). (1) The reactants are C([O:9][C:10]([C@:12]1([NH:17][C:18]([C:20]2[S:21][C:22]([Cl:25])=[CH:23][CH:24]=2)=[O:19])[CH2:16][CH2:15][O:14][CH2:13]1)=[O:11])CC1C=CC=CC=1.[OH-].[Na+]. The catalyst is CO. The product is [Cl:25][C:22]1[S:21][C:20]([C:18]([NH:17][C@@:12]2([C:10]([OH:11])=[O:9])[CH2:16][CH2:15][O:14][CH2:13]2)=[O:19])=[CH:24][CH:23]=1. The yield is 0.990. (2) The reactants are [N:1]([CH:4]([C:6]1[N:7]([C:17]2[CH:22]=[CH:21][CH:20]=[CH:19][CH:18]=2)[C:8](=[O:16])[C:9]2[N:10]([CH:12]=[CH:13][C:14]=2[CH3:15])[CH:11]=1)[CH3:5])=[N+]=[N-].C1(P(C2C=CC=CC=2)C2C=CC=CC=2)C=CC=CC=1.N.O. The catalyst is C1COCC1. The product is [NH2:1][CH:4]([C:6]1[N:7]([C:17]2[CH:22]=[CH:21][CH:20]=[CH:19][CH:18]=2)[C:8](=[O:16])[C:9]2[N:10]([CH:12]=[CH:13][C:14]=2[CH3:15])[CH:11]=1)[CH3:5]. The yield is 0.826. (3) The product is [CH3:22][O:21][C:18]1[CH:17]=[CH:16][C:15]([C:12]2[S:11][C:10]([C:6]3[CH:5]=[C:4]([CH:9]=[CH:8][CH:7]=3)[C:3]([OH:23])=[O:2])=[N:14][CH:13]=2)=[CH:20][CH:19]=1. The reactants are C[O:2][C:3](=[O:23])[C:4]1[CH:9]=[CH:8][CH:7]=[C:6]([C:10]2[S:11][C:12]([C:15]3[CH:20]=[CH:19][C:18]([O:21][CH3:22])=[CH:17][CH:16]=3)=[CH:13][N:14]=2)[CH:5]=1.[OH-].[Na+]. The yield is 0.880. The catalyst is C1COCC1.CO.O.